From a dataset of Reaction yield outcomes from USPTO patents with 853,638 reactions. Predict the reaction yield, written as a fraction of the theoretical maximum amount of product (1.0 means a 100% yield; for example, 0.34 means a 34% yield). (1) The reactants are [C:1]1([CH2:7][C:8]([C:10]2[CH:15]=[CH:14][CH:13]=[CH:12][C:11]=2[CH3:16])=O)[CH:6]=[CH:5][CH:4]=[CH:3][CH:2]=1.[CH2:17]([O:19][C:20]1[CH:21]=[C:22]([CH:25]=[C:26]([N+:29]([O-:31])=[O:30])[C:27]=1[OH:28])[CH:23]=O)[CH3:18].[NH2:32][C:33]([NH2:35])=[O:34].Cl. The catalyst is CCO.CCOC(C)=O. The product is [CH2:17]([O:19][C:20]1[CH:21]=[C:22]([CH:23]2[C:7]([C:1]3[CH:6]=[CH:5][CH:4]=[CH:3][CH:2]=3)=[C:8]([C:10]3[CH:15]=[CH:14][CH:13]=[CH:12][C:11]=3[CH3:16])[NH:35][C:33](=[O:34])[NH:32]2)[CH:25]=[C:26]([N+:29]([O-:31])=[O:30])[C:27]=1[OH:28])[CH3:18]. The yield is 0.0800. (2) The reactants are C12OC1CCCC2.[F:8][C:9]1[CH:14]=[CH:13][C:12]([C:15]2[N:16]=[C:17]([S:27][CH:28]3[CH2:33][CH2:32][CH2:31][CH2:30][CH:29]3[OH:34])[NH:18][C:19]=2[C:20]2[CH:25]=[CH:24][NH:23][C:22](=[O:26])[CH:21]=2)=[CH:11][CH:10]=1. No catalyst specified. The product is [F:8][C:9]1[CH:10]=[CH:11][C:12]2=[C:15]3[N:16]=[C:17]([S:27][CH:28]4[CH2:33][CH2:32][CH2:31][CH2:30][CH:29]4[OH:34])[NH:18][C:19]3=[C:20]3[C:21]([C:22](=[O:26])[NH:23][CH:24]=[CH:25]3)=[C:13]2[CH:14]=1. The yield is 0.360. (3) The reactants are [Cl:1][C:2]1[CH:10]=[CH:9][C:8]2[N:7]([CH2:11][C:12]([O:14]CC)=O)[C:6]3[CH2:17][CH2:18][N:19]([CH3:21])[CH2:20][C:5]=3[C:4]=2[CH:3]=1.C(Cl)(=O)C(Cl)=O.[CH:28]1([NH2:34])[CH2:33][CH2:32][CH2:31][CH2:30][CH2:29]1.C(O)(C(F)(F)F)=O. No catalyst specified. The product is [Cl:1][C:2]1[CH:10]=[CH:9][C:8]2[N:7]([CH2:11][C:12]([NH:34][CH:28]3[CH2:33][CH2:32][CH2:31][CH2:30][CH2:29]3)=[O:14])[C:6]3[CH2:17][CH2:18][N:19]([CH3:21])[CH2:20][C:5]=3[C:4]=2[CH:3]=1. The yield is 0.0200.